From a dataset of NCI-60 drug combinations with 297,098 pairs across 59 cell lines. Regression. Given two drug SMILES strings and cell line genomic features, predict the synergy score measuring deviation from expected non-interaction effect. (1) Drug 1: CC1=C(C(CCC1)(C)C)C=CC(=CC=CC(=CC(=O)O)C)C. Drug 2: CCC(=C(C1=CC=CC=C1)C2=CC=C(C=C2)OCCN(C)C)C3=CC=CC=C3.C(C(=O)O)C(CC(=O)O)(C(=O)O)O. Cell line: RXF 393. Synergy scores: CSS=8.06, Synergy_ZIP=-2.48, Synergy_Bliss=1.98, Synergy_Loewe=0.661, Synergy_HSA=2.29. (2) Drug 1: CCN(CC)CCNC(=O)C1=C(NC(=C1C)C=C2C3=C(C=CC(=C3)F)NC2=O)C. Drug 2: CC1C(C(CC(O1)OC2CC(CC3=C2C(=C4C(=C3O)C(=O)C5=CC=CC=C5C4=O)O)(C(=O)C)O)N)O. Cell line: LOX IMVI. Synergy scores: CSS=47.2, Synergy_ZIP=1.12, Synergy_Bliss=0.354, Synergy_Loewe=-31.0, Synergy_HSA=0.792. (3) Drug 1: CNC(=O)C1=CC=CC=C1SC2=CC3=C(C=C2)C(=NN3)C=CC4=CC=CC=N4. Drug 2: CS(=O)(=O)C1=CC(=C(C=C1)C(=O)NC2=CC(=C(C=C2)Cl)C3=CC=CC=N3)Cl. Cell line: DU-145. Synergy scores: CSS=-4.12, Synergy_ZIP=0.662, Synergy_Bliss=-0.659, Synergy_Loewe=-4.70, Synergy_HSA=-4.31. (4) Drug 1: C1=CN(C(=O)N=C1N)C2C(C(C(O2)CO)O)O.Cl. Drug 2: CC1=C(C=C(C=C1)C(=O)NC2=CC(=CC(=C2)C(F)(F)F)N3C=C(N=C3)C)NC4=NC=CC(=N4)C5=CN=CC=C5. Cell line: SN12C. Synergy scores: CSS=17.6, Synergy_ZIP=-1.80, Synergy_Bliss=7.16, Synergy_Loewe=-3.00, Synergy_HSA=3.89. (5) Drug 1: C1=NNC2=C1C(=O)NC=N2. Drug 2: C(CCl)NC(=O)N(CCCl)N=O. Cell line: ACHN. Synergy scores: CSS=0.917, Synergy_ZIP=-0.918, Synergy_Bliss=-2.08, Synergy_Loewe=-1.94, Synergy_HSA=-1.80. (6) Drug 1: CN1C(=O)N2C=NC(=C2N=N1)C(=O)N. Drug 2: CCC1=C2CN3C(=CC4=C(C3=O)COC(=O)C4(CC)O)C2=NC5=C1C=C(C=C5)O. Cell line: SK-MEL-5. Synergy scores: CSS=6.90, Synergy_ZIP=-3.16, Synergy_Bliss=-0.494, Synergy_Loewe=-29.9, Synergy_HSA=-9.80.